Dataset: Forward reaction prediction with 1.9M reactions from USPTO patents (1976-2016). Task: Predict the product of the given reaction. (1) Given the reactants [C:1](Cl)(=[O:5])[CH2:2][CH2:3][CH3:4].[F:7][C:8]1[C:16]([F:17])=[C:15]2[C:11]([C:12]([NH2:18])=[N:13][NH:14]2)=[CH:10][CH:9]=1, predict the reaction product. The product is: [F:7][C:8]1[C:16]([F:17])=[C:15]2[C:11]([C:12]([NH:18][C:1](=[O:5])[CH2:2][CH2:3][CH3:4])=[N:13][NH:14]2)=[CH:10][CH:9]=1. (2) Given the reactants [Br:1][C:2]1[CH:8]=[C:7]([Cl:9])[CH:6]=[C:5]([F:10])[C:3]=1N.F[B-](F)(F)F.N#[O+].[C-:18]#[N:19].[K+], predict the reaction product. The product is: [Br:1][C:2]1[CH:8]=[C:7]([Cl:9])[CH:6]=[C:5]([F:10])[C:3]=1[C:18]#[N:19]. (3) Given the reactants N(OC(C)(C)C)=O.NC1C=CC(S(F)(F)(F)(F)F)=CC=1C.N.[Br:23][C:24]1[C:29](Br)=[CH:28][C:27]([S:31]([F:36])([F:35])([F:34])([F:33])[F:32])=[CH:26][C:25]=1[CH3:37], predict the reaction product. The product is: [Br:23][C:24]1[CH:29]=[CH:28][C:27]([S:31]([F:36])([F:32])([F:33])([F:34])[F:35])=[CH:26][C:25]=1[CH3:37]. (4) Given the reactants [OH:1][C@H:2]([CH2:18][N:19]1[CH2:23][CH2:22][CH2:21][CH2:20]1)[CH2:3][O:4][C:5]1[CH:14]=[C:13]2[C:8]([C:9](=[O:15])[NH:10][CH:11]=[N:12]2)=[CH:7][C:6]=1[O:16][CH3:17].[C:24](OC(=O)C)(=[O:26])[CH3:25].O, predict the reaction product. The product is: [C:24]([O:1][C@H:2]([CH2:18][N:19]1[CH2:23][CH2:22][CH2:21][CH2:20]1)[CH2:3][O:4][C:5]1[CH:14]=[C:13]2[C:8]([C:9](=[O:15])[NH:10][CH:11]=[N:12]2)=[CH:7][C:6]=1[O:16][CH3:17])(=[O:26])[CH3:25].